Task: Predict the reactants needed to synthesize the given product.. Dataset: Full USPTO retrosynthesis dataset with 1.9M reactions from patents (1976-2016) (1) Given the product [CH:53]1[C:52]([C:40]2[O:41][C:42]3[C:47](=[C:46]([OH:50])[CH:45]=[C:44]([OH:51])[CH:43]=3)[C:48](=[O:49])[C:39]=2[O:38][C@@H:36]2[O:37][C@H:32]([CH2:31][OH:30])[C@@H:33]([OH:62])[C@H:34]([OH:61])[C@H:35]2[OH:60])=[CH:57][C:56]([OH:58])=[C:55]([OH:59])[CH:54]=1.[CH3:23][C@H:24]1[O:29][C@@H:28]([O:20][C:8]2[C:9](=[O:10])[C:11]3[C:12]([OH:19])=[CH:13][C:14]([OH:18])=[CH:15][C:16]=3[O:17][C:7]=2[C:6]2[CH:1]=[C:2]([OH:75])[C:3]([OH:22])=[C:4]([OH:21])[CH:5]=2)[C@@H:27]([OH:63])[C@@H:26]([OH:64])[C@@H:25]1[OH:65], predict the reactants needed to synthesize it. The reactants are: [CH:1]1[C:6]([C:7]2[O:17][C:16]3[CH:15]=[C:14]([OH:18])[CH:13]=[C:12]([OH:19])[C:11]=3[C:9](=[O:10])[C:8]=2[OH:20])=[CH:5][C:4]([OH:21])=[C:3]([OH:22])[CH:2]=1.[CH3:23][C@@H:24]1[O:29][C@@H:28]([O:30][CH2:31][C@H:32]2[O:37][C@@H:36]([O:38][C:39]3[C:48](=[O:49])[C:47]4[C:46]([OH:50])=[CH:45][C:44]([OH:51])=[CH:43][C:42]=4[O:41][C:40]=3[C:52]3[CH:53]=[CH:54][C:55]([OH:59])=[C:56]([OH:58])[CH:57]=3)[C@H:35]([OH:60])[C@@H:34]([OH:61])[C@@H:33]2[OH:62])[C@H:27]([OH:63])[C@H:26]([OH:64])[C@H:25]1[OH:65].C(O)(=[O:75])C=CC1C=CC=CC=1.C1C=CC(O)=C(/C=C/C(O)=O)C=1.C(O)(=O)C1C=C(O)C(O)=C(O)C=1.C1C=CC(N(NC2C([N+]([O-])=O)=CC([N+]([O-])=O)=CC=2[N+]([O-])=O)C2C=CC=CC=2)=CC=1. (2) Given the product [CH3:1][O:2][C:3](=[O:40])/[CH:4]=[CH:5]/[C:6]1[N:10]2[N:11]=[C:12]([C:21]3[CH:22]=[CH:23][C:24]([C:27]4([NH2:31])[CH2:30][CH2:29][CH2:28]4)=[CH:25][CH:26]=3)[C:13]([C:15]3[CH:16]=[CH:17][CH:18]=[CH:19][CH:20]=3)=[CH:14][C:9]2=[N:8][C:7]=1[CH3:39], predict the reactants needed to synthesize it. The reactants are: [CH3:1][O:2][C:3](=[O:40])/[CH:4]=[CH:5]/[C:6]1[N:10]2[N:11]=[C:12]([C:21]3[CH:26]=[CH:25][C:24]([C:27]4([NH:31]C(OC(C)(C)C)=O)[CH2:30][CH2:29][CH2:28]4)=[CH:23][CH:22]=3)[C:13]([C:15]3[CH:20]=[CH:19][CH:18]=[CH:17][CH:16]=3)=[CH:14][C:9]2=[N:8][C:7]=1[CH3:39]. (3) The reactants are: [H-].[Na+].Cl.[NH2:4][C:5]([NH2:7])=[NH:6].Cl[C:9]1[C:18]2[C:13](=[CH:14][CH:15]=[C:16]([S:19]([NH:22][C:23]3([C:27]([O:29][CH2:30][CH3:31])=[O:28])[CH2:26][CH2:25][CH2:24]3)(=[O:21])=[O:20])[CH:17]=2)[C:12]([Cl:32])=[CH:11][N:10]=1.O. Given the product [Cl:32][C:12]1[C:13]2[C:18](=[CH:17][C:16]([S:19]([NH:22][C:23]3([C:27]([O:29][CH2:30][CH3:31])=[O:28])[CH2:24][CH2:25][CH2:26]3)(=[O:20])=[O:21])=[CH:15][CH:14]=2)[C:9]([NH:6][C:5]([NH2:7])=[NH:4])=[N:10][CH:11]=1, predict the reactants needed to synthesize it. (4) Given the product [CH3:34][N:35]([CH3:36])[CH2:37][CH2:38][O:27][C:26](=[O:28])[C:25]1[CH:24]=[CH:23][C:22]([CH2:21][N:14]2[C:15](=[O:20])[C:16]([CH3:19])=[C:17]3[S:18][C:10]([C:8](=[O:9])[NH:7][CH2:6][C:5]4[CH:4]=[CH:3][C:2]([F:1])=[CH:33][CH:32]=4)=[CH:11][N:12]3[C:13]2=[O:31])=[CH:30][CH:29]=1, predict the reactants needed to synthesize it. The reactants are: [F:1][C:2]1[CH:33]=[CH:32][C:5]([CH2:6][NH:7][C:8]([C:10]2[S:18][C:17]3[N:12]([C:13](=[O:31])[N:14]([CH2:21][C:22]4[CH:30]=[CH:29][C:25]([C:26]([OH:28])=[O:27])=[CH:24][CH:23]=4)[C:15](=[O:20])[C:16]=3[CH3:19])[CH:11]=2)=[O:9])=[CH:4][CH:3]=1.[CH3:34][N:35]([CH2:37][CH2:38]O)[CH3:36]. (5) Given the product [N:22]1([C:25]2[CH:31]=[CH:30][C:28]([NH:29][C:32]([N:7]3[CH2:6][CH2:5][C:4]4[C:9](=[C:10]([C:13]5[CH:18]=[CH:17][CH:16]=[CH:15][CH:14]=5)[CH:11]=[CH:12][C:3]=4[O:2][CH3:1])[CH2:8]3)=[O:33])=[CH:27][CH:26]=2)[CH2:21][CH2:20][O:19][CH2:24][CH2:23]1, predict the reactants needed to synthesize it. The reactants are: [CH3:1][O:2][C:3]1[CH:12]=[CH:11][C:10]([C:13]2[CH:18]=[CH:17][CH:16]=[CH:15][CH:14]=2)=[C:9]2[C:4]=1[CH2:5][CH2:6][NH:7][CH2:8]2.[O:19]1[CH2:24][CH2:23][N:22]([C:25]2[CH:31]=[CH:30][C:28]([NH2:29])=[CH:27][CH:26]=2)[CH2:21][CH2:20]1.[C:32](N1C=CN=C1)(N1C=CN=C1)=[O:33]. (6) Given the product [O:1]1[C:5]2[CH:6]=[CH:7][CH:8]=[CH:9][C:4]=2[CH:3]=[C:2]1[C:10]([NH:12][C:13]1([C:19]([NH:21][CH:22]2[CH2:27][CH2:26][N:25]([C:28]3[CH:33]=[CH:32][CH:31]=[CH:30][C:29]=3[OH:45])[CH2:24][CH:23]2[OH:36])=[O:20])[CH2:14][CH2:15][CH2:16][CH2:17][CH2:18]1)=[O:11], predict the reactants needed to synthesize it. The reactants are: [O:1]1[C:5]2[CH:6]=[CH:7][CH:8]=[CH:9][C:4]=2[CH:3]=[C:2]1[C:10]([NH:12][C:13]1([C:19]([NH:21][CH:22]2[CH2:27][CH2:26][N:25]([C:28]3[CH:33]=[CH:32][CH:31]=[CH:30][C:29]=3C=O)[CH2:24][CH:23]2[OH:36])=[O:20])[CH2:18][CH2:17][CH2:16][CH2:15][CH2:14]1)=[O:11].ClC1C=CC=C(C(OO)=[O:45])C=1. (7) Given the product [I:22][C:14]1[CH:13]=[CH:12][C:11]2[C:10]3[C:18](=[CH:6][CH:7]=[CH:8][CH:9]=3)[C:17](=[O:19])[C:16]=2[CH:15]=1, predict the reactants needed to synthesize it. The reactants are: S(=O)(=O)(O)O.[CH:6]1[C:18]2[C:17](=[O:19])[C:16]3[C:11](=[CH:12][CH:13]=[CH:14][CH:15]=3)[C:10]=2[CH:9]=[CH:8][CH:7]=1.II.[I:22](O)(=O)(=O)=O.